Predict the reaction yield, written as a fraction of the theoretical maximum amount of product (1.0 means a 100% yield; for example, 0.34 means a 34% yield). From a dataset of Reaction yield outcomes from USPTO patents with 853,638 reactions. The reactants are [CH:1]1([CH2:4][N:5]([S:25]([C:28]2[CH:33]=[CH:32][CH:31]=[CH:30][N:29]=2)(=[O:27])=[O:26])[C:6]2[CH:7]=[C:8]([O:20][CH2:21][CH2:22][O:23][CH3:24])[CH:9]=[C:10]3[C:14]=2[NH:13][C:12]([C:15]([O:17]CC)=[O:16])=[CH:11]3)[CH2:3][CH2:2]1.C(O)C.[OH-].[Na+]. The catalyst is O1CCCC1. The product is [CH:1]1([CH2:4][N:5]([S:25]([C:28]2[CH:33]=[CH:32][CH:31]=[CH:30][N:29]=2)(=[O:27])=[O:26])[C:6]2[CH:7]=[C:8]([O:20][CH2:21][CH2:22][O:23][CH3:24])[CH:9]=[C:10]3[C:14]=2[NH:13][C:12]([C:15]([OH:17])=[O:16])=[CH:11]3)[CH2:3][CH2:2]1. The yield is 0.990.